Dataset: Catalyst prediction with 721,799 reactions and 888 catalyst types from USPTO. Task: Predict which catalyst facilitates the given reaction. Reactant: C[O:2][C:3]([C@H:5]1[NH:20][C:19](=[O:21])[C@H:18]([CH:22]([CH3:24])[CH3:23])[NH:17][C:16](=[O:25])[C@@H:15]([NH:26][S:27]([C:30]2[CH:35]=[CH:34][C:33]([F:36])=[CH:32][CH:31]=2)(=[O:29])=[O:28])[CH2:14][C:13]2=[CH:37][CH:38]=[C:10]([CH:11]=[CH:12]2)[O:9][CH2:8][CH2:7][CH2:6]1)=O.CC(C[AlH]CC(C)C)C.CCOC(C)=O. Product: [F:36][C:33]1[CH:34]=[CH:35][C:30]([S:27]([NH:26][C@H:15]2[CH2:14][C:13]3=[CH:12][CH:11]=[C:10]([CH:38]=[CH:37]3)[O:9][CH2:8][CH2:7][CH2:6][C@@H:5]([CH:3]=[O:2])[NH:20][C:19](=[O:21])[C@H:18]([CH:22]([CH3:23])[CH3:24])[NH:17][C:16]2=[O:25])(=[O:28])=[O:29])=[CH:31][CH:32]=1. The catalyst class is: 2.